The task is: Predict the reactants needed to synthesize the given product.. This data is from Full USPTO retrosynthesis dataset with 1.9M reactions from patents (1976-2016). Given the product [C:23]([S:22][C:21]1[C:20]2[C:15](=[CH:16][CH:17]=[C:18]([O:27][CH2:28][C:29]3[CH:34]=[CH:33][CH:32]=[CH:31][N:30]=3)[CH:19]=2)[N:14]([CH3:35])[C:13]=1[CH:5]([CH2:6][C:7]1[CH:8]=[CH:9][CH:10]=[CH:11][CH:12]=1)[C:4]([OH:36])=[O:3])([CH3:26])([CH3:24])[CH3:25], predict the reactants needed to synthesize it. The reactants are: C([O:3][C:4](=[O:36])[CH:5]([C:13]1[N:14]([CH3:35])[C:15]2[C:20]([C:21]=1[S:22][C:23]([CH3:26])([CH3:25])[CH3:24])=[CH:19][C:18]([O:27][CH2:28][C:29]1[CH:34]=[CH:33][CH:32]=[CH:31][N:30]=1)=[CH:17][CH:16]=2)[CH2:6][C:7]1[CH:12]=[CH:11][CH:10]=[CH:9][CH:8]=1)C.[Li+].[OH-].